This data is from Merck oncology drug combination screen with 23,052 pairs across 39 cell lines. The task is: Regression. Given two drug SMILES strings and cell line genomic features, predict the synergy score measuring deviation from expected non-interaction effect. (1) Drug 1: O=C(CCCCCCC(=O)Nc1ccccc1)NO. Drug 2: CCc1cnn2c(NCc3ccc[n+]([O-])c3)cc(N3CCCCC3CCO)nc12. Cell line: NCIH520. Synergy scores: synergy=-28.1. (2) Drug 1: NC1CCCCC1N.O=C(O)C(=O)O.[Pt+2]. Drug 2: Cn1cc(-c2cnn3c(N)c(Br)c(C4CCCNC4)nc23)cn1. Cell line: MSTO. Synergy scores: synergy=-26.2. (3) Drug 1: O=S1(=O)NC2(CN1CC(F)(F)F)C1CCC2Cc2cc(C=CCN3CCC(C(F)(F)F)CC3)ccc2C1. Drug 2: COc1cc(C2c3cc4c(cc3C(OC3OC5COC(C)OC5C(O)C3O)C3COC(=O)C23)OCO4)cc(OC)c1O. Cell line: A2058. Synergy scores: synergy=-0.742. (4) Drug 1: N.N.O=C(O)C1(C(=O)O)CCC1.[Pt]. Drug 2: C=CCn1c(=O)c2cnc(Nc3ccc(N4CCN(C)CC4)cc3)nc2n1-c1cccc(C(C)(C)O)n1. Cell line: MSTO. Synergy scores: synergy=-7.71. (5) Drug 1: CC(=O)OC1C(=O)C2(C)C(O)CC3OCC3(OC(C)=O)C2C(OC(=O)c2ccccc2)C2(O)CC(OC(=O)C(O)C(NC(=O)c3ccccc3)c3ccccc3)C(C)=C1C2(C)C. Drug 2: C#Cc1cccc(Nc2ncnc3cc(OCCOC)c(OCCOC)cc23)c1. Cell line: NCIH520. Synergy scores: synergy=2.96. (6) Drug 1: N#Cc1ccc(Cn2cncc2CN2CCN(c3cccc(Cl)c3)C(=O)C2)cc1. Drug 2: COC1CC2CCC(C)C(O)(O2)C(=O)C(=O)N2CCCCC2C(=O)OC(C(C)CC2CCC(OP(C)(C)=O)C(OC)C2)CC(=O)C(C)C=C(C)C(O)C(OC)C(=O)C(C)CC(C)C=CC=CC=C1C. Cell line: A375. Synergy scores: synergy=36.0. (7) Drug 1: NC1(c2ccc(-c3nc4ccn5c(=O)[nH]nc5c4cc3-c3ccccc3)cc2)CCC1. Drug 2: CC1(c2nc3c(C(N)=O)cccc3[nH]2)CCCN1. Cell line: SKMES1. Synergy scores: synergy=6.63. (8) Drug 1: O=P1(N(CCCl)CCCl)NCCCO1. Drug 2: CNC(=O)c1cc(Oc2ccc(NC(=O)Nc3ccc(Cl)c(C(F)(F)F)c3)cc2)ccn1. Cell line: LNCAP. Synergy scores: synergy=-65.4. (9) Drug 1: O=C(NOCC(O)CO)c1ccc(F)c(F)c1Nc1ccc(I)cc1F. Drug 2: Cn1c(=O)n(-c2ccc(C(C)(C)C#N)cc2)c2c3cc(-c4cnc5ccccc5c4)ccc3ncc21. Cell line: ES2. Synergy scores: synergy=34.5.